Dataset: Forward reaction prediction with 1.9M reactions from USPTO patents (1976-2016). Task: Predict the product of the given reaction. (1) Given the reactants [CH3:1][N:2]1[CH:6]=[CH:5][C:4]([NH:7][C:8]([C:10]2[CH:21]=[C:20]([O:22][C:23]3[CH:28]=[CH:27][C:26]([S:29]([CH3:32])(=[O:31])=[O:30])=[CH:25][CH:24]=3)[C:13]3[CH2:14][C:15]([CH2:18]O)([CH3:17])[O:16][C:12]=3[CH:11]=2)=[O:9])=[N:3]1.N1C(C)=CC(C)=CC=1C.[F:42]C(F)(F)S(OS(C(F)(F)F)(=O)=O)(=O)=O, predict the reaction product. The product is: [CH3:1][N:2]1[CH:6]=[CH:5][C:4]([NH:7][C:8]([C:10]2[CH:21]=[C:20]([O:22][C:23]3[CH:28]=[CH:27][C:26]([S:29]([CH3:32])(=[O:31])=[O:30])=[CH:25][CH:24]=3)[C:13]3[CH2:14][C:15]([CH2:18][F:42])([CH3:17])[O:16][C:12]=3[CH:11]=2)=[O:9])=[N:3]1. (2) The product is: [CH2:24]([NH:26][C:20]([C:17]1[S:16][C:15]([CH2:14][CH2:13][C:12]2[C:8]([C:5]3[CH:4]=[CH:3][C:2]([F:1])=[CH:7][N:6]=3)=[N:9][O:10][C:11]=2[CH3:23])=[N:19][CH:18]=1)=[O:22])[CH3:25]. Given the reactants [F:1][C:2]1[CH:3]=[CH:4][C:5]([C:8]2[C:12]([CH2:13][CH2:14][C:15]3[S:16][C:17]([C:20]([OH:22])=O)=[CH:18][N:19]=3)=[C:11]([CH3:23])[O:10][N:9]=2)=[N:6][CH:7]=1.[CH2:24]([NH2:26])[CH3:25], predict the reaction product. (3) Given the reactants C(OC1C=CC(Br)=CC=1CCNC1C=CC(C(OCC)=O)=CC=1)C1C=CC=CC=1.[CH2:30]([O:37][C:38]1[CH:58]=[CH:57][C:56]([Br:59])=[CH:55][C:39]=1[CH2:40][CH2:41][N:42]([C:44]1[CH:54]=[CH:53][C:47]([C:48]([O:50]CC)=[O:49])=[CH:46][CH:45]=1)[CH3:43])[C:31]1[CH:36]=[CH:35][CH:34]=[CH:33][CH:32]=1.CI, predict the reaction product. The product is: [CH2:30]([O:37][C:38]1[CH:58]=[CH:57][C:56]([Br:59])=[CH:55][C:39]=1[CH2:40][CH2:41][N:42]([C:44]1[CH:45]=[CH:46][C:47]([C:48]([OH:50])=[O:49])=[CH:53][CH:54]=1)[CH3:43])[C:31]1[CH:32]=[CH:33][CH:34]=[CH:35][CH:36]=1.